From a dataset of Reaction yield outcomes from USPTO patents with 853,638 reactions. Predict the reaction yield, written as a fraction of the theoretical maximum amount of product (1.0 means a 100% yield; for example, 0.34 means a 34% yield). (1) The reactants are [Br:1][C:2]1[CH:3]=[CH:4][C:5]([OH:11])=[C:6]([C:8](=[O:10])[CH3:9])[CH:7]=1.[CH3:12][CH:13]1[CH2:18][CH2:17][CH2:16][C:15](=O)[CH2:14]1.N1CCCC1. The catalyst is CO. The product is [Br:1][C:2]1[CH:7]=[C:6]2[C:5](=[CH:4][CH:3]=1)[O:11][C:15]1([CH2:16][CH2:17][CH2:18][CH:13]([CH3:12])[CH2:14]1)[CH2:9][C:8]2=[O:10]. The yield is 1.00. (2) The reactants are Br[CH2:2][C:3]([O:5]C)=O.[C:7]([N:10]1[CH2:15][CH2:14][NH:13][CH2:12][CH2:11]1)(=[O:9])[CH3:8].C(=O)([O-])[O-].[K+].[K+].[NH2:22][NH2:23]. The catalyst is C(O)C. The product is [C:7]([N:10]1[CH2:15][CH2:14][N:13]([CH2:2][C:3]([NH:22][NH2:23])=[O:5])[CH2:12][CH2:11]1)(=[O:9])[CH3:8]. The yield is 0.800. (3) The reactants are [CH3:1][NH:2][C:3]1([C:15]([O:17][C:18]([CH3:21])([CH3:20])[CH3:19])=[O:16])[C:11]2[C:6](=[CH:7][CH:8]=[C:9]([N+:12]([O-:14])=[O:13])[CH:10]=2)[NH:5][NH:4]1.[CH3:22][S:23](Cl)(=[O:25])=[O:24]. The catalyst is N1C=CC=CC=1.O. The product is [CH3:1][N:2]([S:23]([CH3:22])(=[O:25])=[O:24])[C:3]1([C:15]([O:17][C:18]([CH3:21])([CH3:20])[CH3:19])=[O:16])[C:11]2[C:6](=[CH:7][CH:8]=[C:9]([N+:12]([O-:14])=[O:13])[CH:10]=2)[NH:5][NH:4]1. The yield is 0.691. (4) The reactants are [O:1]=[C:2]1[C:11]2[CH:12]=[N:13][N:14](C3CCCCO3)[C:10]=2[C:9]2[N:8]=[CH:7][C:6]([C:21]3[C:22]([C:27]([O:29][CH3:30])=[O:28])=[N:23][CH:24]=[CH:25][CH:26]=3)=[CH:5][C:4]=2[N:3]1[CH2:31][C:32]([F:35])([F:34])[F:33].[ClH:36]. No catalyst specified. The product is [ClH:36].[O:1]=[C:2]1[C:11]2[CH:12]=[N:13][NH:14][C:10]=2[C:9]2[N:8]=[CH:7][C:6]([C:21]3[C:22]([C:27]([O:29][CH3:30])=[O:28])=[N:23][CH:24]=[CH:25][CH:26]=3)=[CH:5][C:4]=2[N:3]1[CH2:31][C:32]([F:33])([F:35])[F:34]. The yield is 0.700. (5) The reactants are [CH3:1][O:2][CH2:3][C:4]1([CH2:8][O:9][C:10]2[CH:15]=[C:14]([CH3:16])[C:13]([C:17]3[CH:22]=[CH:21][CH:20]=[C:19]([CH2:23][O:24][C:25]4[CH:30]=[CH:29][C:28]([C:31]5([CH2:35][C:36]([O:38]CC)=[O:37])[CH2:34][O:33][CH2:32]5)=[CH:27][CH:26]=4)[CH:18]=3)=[C:12]([CH3:41])[CH:11]=2)[CH2:7][O:6][CH2:5]1. The catalyst is C1COCC1.CO.O.[OH-].[Li+]. The product is [CH3:1][O:2][CH2:3][C:4]1([CH2:8][O:9][C:10]2[CH:15]=[C:14]([CH3:16])[C:13]([C:17]3[CH:22]=[CH:21][CH:20]=[C:19]([CH2:23][O:24][C:25]4[CH:26]=[CH:27][C:28]([C:31]5([CH2:35][C:36]([OH:38])=[O:37])[CH2:32][O:33][CH2:34]5)=[CH:29][CH:30]=4)[CH:18]=3)=[C:12]([CH3:41])[CH:11]=2)[CH2:5][O:6][CH2:7]1. The yield is 0.820. (6) The reactants are [NH2:1][C:2]1[N:7]=[CH:6][N:5]=[C:4]([NH:8][C@H:9]([C:11]2[N:16]([C:17]3[CH:22]=[CH:21][CH:20]=[CH:19][CH:18]=3)[C:15](=[O:23])[C:14]3=[C:24]([CH3:27])[CH:25]=[CH:26][N:13]3[N:12]=2)[CH3:10])[C:3]=1Br.[F:29][CH:30]([F:46])[C:31]1[CH:32]=[N:33][CH:34]=[C:35](B2OC(C)(C)C(C)(C)O2)[CH:36]=1.C(=O)([O-])[O-].[Na+].[Na+]. No catalyst specified. The product is [NH2:1][C:2]1[N:7]=[CH:6][N:5]=[C:4]([NH:8][C@H:9]([C:11]2[N:16]([C:17]3[CH:22]=[CH:21][CH:20]=[CH:19][CH:18]=3)[C:15](=[O:23])[C:14]3=[C:24]([CH3:27])[CH:25]=[CH:26][N:13]3[N:12]=2)[CH3:10])[C:3]=1[C:35]1[CH:34]=[N:33][CH:32]=[C:31]([CH:30]([F:46])[F:29])[CH:36]=1. The yield is 0.0300. (7) The reactants are [CH3:1][S:2]([O:5][C:6]1[CH:11]=[CH:10][C:9]([C:12]2([C:21]3[CH:26]=[CH:25][C:24]([F:27])=[C:23](Br)[CH:22]=3)[C:16](=[O:17])[N:15]([CH2:18][CH3:19])[C:14]([NH2:20])=[N:13]2)=[CH:8][CH:7]=1)(=[O:4])=[O:3].[Cl:29][C:30]1[CH:31]=[C:32](B(O)O)[CH:33]=[C:34]([Cl:36])[CH:35]=1.C(=O)([O-])[O-].[K+].[K+]. The catalyst is C1C=CC(P(C2C=CC=CC=2)[C-]2C=CC=C2)=CC=1.C1C=CC(P(C2C=CC=CC=2)[C-]2C=CC=C2)=CC=1.Cl[Pd]Cl.[Fe+2].O1CCCC1. The product is [CH3:1][S:2]([O:5][C:6]1[CH:11]=[CH:10][C:9]([C:12]2([C:21]3[CH:22]=[C:23]([C:32]4[CH:31]=[C:30]([Cl:29])[CH:35]=[C:34]([Cl:36])[CH:33]=4)[C:24]([F:27])=[CH:25][CH:26]=3)[C:16](=[O:17])[N:15]([CH2:18][CH3:19])[C:14]([NH2:20])=[N:13]2)=[CH:8][CH:7]=1)(=[O:4])=[O:3]. The yield is 0.220.